This data is from Forward reaction prediction with 1.9M reactions from USPTO patents (1976-2016). The task is: Predict the product of the given reaction. (1) Given the reactants [NH2:1][NH2:2].[Cl:3][C:4]1[C:9]([CH:10]=O)=[C:8](Cl)[N:7]=[CH:6][N:5]=1.O1CCOCC1, predict the reaction product. The product is: [Cl:3][C:4]1[N:5]=[CH:6][N:7]=[C:8]2[NH:1][N:2]=[CH:10][C:9]=12. (2) Given the reactants [CH2:1]([O:3][C:4](=[O:11])[CH:5]([C:8](=[NH:10])[NH2:9])[N:6]=O)[CH3:2], predict the reaction product. The product is: [CH2:1]([O:3][C:4](=[O:11])[CH:5]([NH2:6])[C:8](=[NH:9])[NH2:10])[CH3:2].